Dataset: Full USPTO retrosynthesis dataset with 1.9M reactions from patents (1976-2016). Task: Predict the reactants needed to synthesize the given product. (1) Given the product [CH2:31]([O:1][C:2]1[C:3](=[O:29])[C:4]([C:18]2[N:22]([C:23]3[CH:24]=[CH:25][CH:26]=[CH:27][CH:28]=3)[N:21]=[CH:20][CH:19]=2)=[N:5][N:6]([C:8]2[CH:13]=[CH:12][CH:11]=[C:10]([C:14]([F:16])([F:15])[F:17])[CH:9]=2)[CH:7]=1)[CH3:32], predict the reactants needed to synthesize it. The reactants are: [OH:1][C:2]1[C:3](=[O:29])[C:4]([C:18]2[N:22]([C:23]3[CH:28]=[CH:27][CH:26]=[CH:25][CH:24]=3)[N:21]=[CH:20][CH:19]=2)=[N:5][N:6]([C:8]2[CH:13]=[CH:12][CH:11]=[C:10]([C:14]([F:17])([F:16])[F:15])[CH:9]=2)[CH:7]=1.I[CH2:31][CH3:32].C([O-])([O-])=O.[K+].[K+].O. (2) Given the product [CH2:1]([N:5]([CH2:24][C:25]1[CH:37]=[CH:36][C:28]([O:29][CH2:30][C:31]([O:33][CH2:34][CH3:35])=[O:32])=[C:27]([CH3:38])[CH:26]=1)[C:6]1[C:7]([CH3:22])=[C:8]([C:12]2[CH:13]=[CH:14][C:15]([C:18]([F:19])([F:20])[F:21])=[CH:16][CH:17]=2)[CH:9]=[CH:10][CH:11]=1)[CH2:2][CH2:3][CH3:4], predict the reactants needed to synthesize it. The reactants are: [CH2:1]([NH:5][C:6]1[C:7]([CH3:22])=[C:8]([C:12]2[CH:17]=[CH:16][C:15]([C:18]([F:21])([F:20])[F:19])=[CH:14][CH:13]=2)[CH:9]=[CH:10][CH:11]=1)[CH2:2][CH2:3][CH3:4].Br[CH2:24][C:25]1[CH:37]=[CH:36][C:28]([O:29][CH2:30][C:31]([O:33][CH2:34][CH3:35])=[O:32])=[C:27]([CH3:38])[CH:26]=1.C(N(CC)C(C)C)(C)C. (3) Given the product [CH:4]1([C:7]2[CH:14]=[CH:13][C:10]([CH:11]=[O:12])=[C:9]([O:2][CH3:1])[C:8]=2[F:16])[CH2:6][CH2:5]1, predict the reactants needed to synthesize it. The reactants are: [CH3:1][O-:2].[Na+].[CH:4]1([C:7]2[CH:14]=[CH:13][C:10]([CH:11]=[O:12])=[C:9](F)[C:8]=2[F:16])[CH2:6][CH2:5]1.O. (4) Given the product [C:3]([C:11]1[CH:12]=[CH:13][C:8]([NH:7][C:4]2[NH:5][N:6]=[C:2]([N:1]=[CH:25][C:24]3[CH:27]=[CH:28][C:21]([OH:20])=[CH:22][CH:23]=3)[C:3]=2[C:15]#[N:17])=[CH:9][CH:10]=1)([CH3:15])([CH3:4])[CH3:2], predict the reactants needed to synthesize it. The reactants are: [NH2:1][C:2]1[NH:6][N:5]=[C:4]([NH:7][C:8]2[CH:13]=[CH:12][CH:11]=[C:10](Cl)[CH:9]=2)[C:3]=1[C:15]([NH2:17])=O.FC(F)[O:20][C:21]1[CH:28]=[CH:27][C:24]([CH:25]=O)=[CH:23][C:22]=1O. (5) The reactants are: Cl[C:2]1[C:3]2[C:4](=[CH:14][N:15](CC3C=CC(OC)=CC=3)[N:16]=2)[N:5]=[C:6]([C:8]2[CH:13]=[CH:12][N:11]=[CH:10][CH:9]=2)[N:7]=1.[CH3:26][N:27]([CH3:35])[C:28]1[CH:33]=[CH:32][C:31]([NH2:34])=[CH:30][CH:29]=1.Cl. Given the product [CH3:26][N:27]([CH3:35])[C:28]1[CH:33]=[CH:32][C:31]([NH:34][C:2]2[C:3]3[NH:16][N:15]=[CH:14][C:4]=3[N:5]=[C:6]([C:8]3[CH:9]=[CH:10][N:11]=[CH:12][CH:13]=3)[N:7]=2)=[CH:30][CH:29]=1, predict the reactants needed to synthesize it. (6) The reactants are: [Br:1][C:2]1[CH:7]=[C:6]([Cl:8])[CH:5]=[CH:4][C:3]=1[OH:9].I[CH2:11][CH3:12].C(=O)([O-])[O-].[Cs+].[Cs+]. Given the product [Br:1][C:2]1[CH:7]=[C:6]([Cl:8])[CH:5]=[CH:4][C:3]=1[O:9][CH2:11][CH3:12], predict the reactants needed to synthesize it.